This data is from Full USPTO retrosynthesis dataset with 1.9M reactions from patents (1976-2016). The task is: Predict the reactants needed to synthesize the given product. The reactants are: [CH2:1]([C:3]1[C:11]2[C:6](=[CH:7][N:8]=[C:9]([C:12]([OH:14])=O)[CH:10]=2)[O:5][CH:4]=1)[CH3:2].CC1[C:24]2[C:19](=[CH:20][N:21]=[C:22]([C:25](O)=O)[CH:23]=2)OC=1.[Cl:28]CC=CC.[Cl:33]C1C(O)=C(I)C=C(CO)[N:35]=1. Given the product [ClH:28].[ClH:33].[C@H:19]12[NH:21][C@H:22]([CH2:25][CH2:20]1)[CH2:23][C@H:24]2[NH:35][C:12]([C:9]1[CH:10]=[C:11]2[C:3]([CH2:1][CH3:2])=[CH:4][O:5][C:6]2=[CH:7][N:8]=1)=[O:14], predict the reactants needed to synthesize it.